From a dataset of Full USPTO retrosynthesis dataset with 1.9M reactions from patents (1976-2016). Predict the reactants needed to synthesize the given product. Given the product [NH2:29][C:25]1[O:11][C:1]2[C:2]([CH:16]([C:15]3[CH:18]=[C:19]([O:23][CH3:24])[C:20]([O:21][CH3:22])=[C:13]([Br:12])[CH:14]=3)[C:26]=1[C:27]#[N:28])=[CH:3][CH:4]=[C:5]1[CH:6]=[CH:7][CH:8]=[CH:9][C:10]=21, predict the reactants needed to synthesize it. The reactants are: [C:1]1([OH:11])[C:10]2[C:5](=[CH:6][CH:7]=[CH:8][CH:9]=2)[CH:4]=[CH:3][CH:2]=1.[Br:12][C:13]1[CH:14]=[C:15]([CH:18]=[C:19]([O:23][CH3:24])[C:20]=1[O:21][CH3:22])[CH:16]=O.[C:25](#[N:29])[CH2:26][C:27]#[N:28].N1CCCCC1.